Dataset: Forward reaction prediction with 1.9M reactions from USPTO patents (1976-2016). Task: Predict the product of the given reaction. Given the reactants [F:1][C:2]1[CH:7]=[CH:6][C:5](B(O)O)=[CH:4][CH:3]=1.C([O-])([O-])=O.[Na+].[Na+].Cl[C:18]1[N:23]=[CH:22][C:21]([O:24][CH2:25][O:26][CH2:27][CH3:28])=[CH:20][N:19]=1, predict the reaction product. The product is: [CH2:27]([O:26][CH2:25][O:24][C:21]1[CH:20]=[N:19][C:18]([C:5]2[CH:6]=[CH:7][C:2]([F:1])=[CH:3][CH:4]=2)=[N:23][CH:22]=1)[CH3:28].